This data is from Reaction yield outcomes from USPTO patents with 853,638 reactions. The task is: Predict the reaction yield, written as a fraction of the theoretical maximum amount of product (1.0 means a 100% yield; for example, 0.34 means a 34% yield). The reactants are [C:1]([C:3]1[CH:8]=[CH:7][C:6]([NH:9][CH:10]2[CH2:15][CH2:14][CH:13]([O:16][CH2:17][C:18]([OH:20])=O)[CH2:12][CH2:11]2)=[CH:5][C:4]=1[C:21]([F:24])([F:23])[F:22])#[N:2].[CH3:25]CN=C=NCCCN(C)C.Cl.C1C=CC2N(O)N=NC=2C=1.C(N(CC)CC)C.[F:54][C:55]1[CH:56]=[CH:57][C:58]2[O:62][CH:61]([CH2:63][N:64]3[CH2:69][CH2:68][NH:67][CH2:66][CH2:65]3)[CH2:60][C:59]=2[CH:70]=1. The catalyst is ClCCl. The product is [F:54][C:55]1[CH:56]=[CH:57][C:58]2[O:62][CH:61]([CH2:63][N:64]3[CH2:65][CH2:66][N:67]([CH2:25][C:18](=[O:20])[CH2:17][O:16][CH:13]4[CH2:12][CH2:11][CH:10]([NH:9][C:6]5[CH:7]=[CH:8][C:3]([C:1]#[N:2])=[C:4]([C:21]([F:23])([F:22])[F:24])[CH:5]=5)[CH2:15][CH2:14]4)[CH2:68][CH2:69]3)[CH2:60][C:59]=2[CH:70]=1. The yield is 0.690.